The task is: Regression. Given a peptide amino acid sequence and an MHC pseudo amino acid sequence, predict their binding affinity value. This is MHC class II binding data.. This data is from Peptide-MHC class II binding affinity with 134,281 pairs from IEDB. (1) The peptide sequence is FKDTSMQKTIPLVAL. The MHC is DRB4_0103 with pseudo-sequence DRB4_0103. The binding affinity (normalized) is 0.689. (2) The binding affinity (normalized) is 0.619. The MHC is HLA-DQA10201-DQB10402 with pseudo-sequence HLA-DQA10201-DQB10402. The peptide sequence is VASRKASNTILPLMA. (3) The peptide sequence is LSGSQEVEFIGYGKA. The MHC is DRB3_0101 with pseudo-sequence DRB3_0101. The binding affinity (normalized) is 0. (4) The MHC is HLA-DQA10301-DQB10302 with pseudo-sequence HLA-DQA10301-DQB10302. The peptide sequence is REYAAVAEELGALLA. The binding affinity (normalized) is 0.568. (5) The peptide sequence is TAWDFSSAGGFFTSV. The MHC is DRB1_0404 with pseudo-sequence DRB1_0404. The binding affinity (normalized) is 0.285. (6) The peptide sequence is EKKYFAATQFEPLKA. The MHC is DRB1_0701 with pseudo-sequence DRB1_0701. The binding affinity (normalized) is 0.750. (7) The peptide sequence is LLWDYMCISLSTAIE. The MHC is DRB1_0404 with pseudo-sequence DRB1_0404. The binding affinity (normalized) is 0.700.